Predict the product of the given reaction. From a dataset of Forward reaction prediction with 1.9M reactions from USPTO patents (1976-2016). (1) Given the reactants Cl[CH2:2][C:3]1[N:4]=[N:5][C:6]([C:9]2[CH:14]=[CH:13][C:12]([S:15]([CH3:18])(=[O:17])=[O:16])=[CH:11][CH:10]=2)=[CH:7][CH:8]=1.[C:19]([O:23][C:24]([N:26]1[CH2:31][CH2:30][CH:29]([NH2:32])[CH2:28][CH2:27]1)=[O:25])([CH3:22])([CH3:21])[CH3:20].C(N(CC)C(C)C)(C)C, predict the reaction product. The product is: [CH3:18][S:15]([C:12]1[CH:13]=[CH:14][C:9]([C:6]2[N:5]=[N:4][C:3]([CH2:2][NH:32][CH:29]3[CH2:28][CH2:27][N:26]([C:24]([O:23][C:19]([CH3:22])([CH3:21])[CH3:20])=[O:25])[CH2:31][CH2:30]3)=[CH:8][CH:7]=2)=[CH:10][CH:11]=1)(=[O:17])=[O:16]. (2) Given the reactants [CH3:1][O:2][C:3]1[C:11](OC)=[CH:10][CH:9]=[C:8]2[C:4]=1[C:5]([CH:14]=O)=[CH:6][NH:7]2.[C:16]([O-:19])(=O)C.[NH4+].[N+:21]([CH3:24])([O-:23])=[O:22], predict the reaction product. The product is: [CH3:1][O:2][C:3]1[CH:11]=[CH:10][CH:9]=[C:8]2[C:4]=1[C:5]([CH:14]=[CH:24][N+:21]([O-:23])=[O:22])=[C:6]([O:19][CH3:16])[NH:7]2. (3) The product is: [Br:1][C:2]1[CH:3]=[C:4]2[C:9](=[C:10]([O:12][CH3:13])[CH:11]=1)[N:8]=[C:7]([C:14]1[CH:15]=[N:16][CH:17]=[CH:18][CH:19]=1)[N:6]=[C:5]2[NH:28][CH3:32]. Given the reactants [Br:1][C:2]1[CH:3]=[C:4]2[C:9](=[C:10]([O:12][CH3:13])[CH:11]=1)[N:8]=[C:7]([C:14]1[CH:15]=[N:16][CH:17]=[CH:18][CH:19]=1)[N:6]=[C:5]2O.F[P-](F)(F)(F)(F)F.[N:28]1(O[P+](N(C)C)(N(C)C)N(C)C)[C:32]2C=CC=CC=2N=N1.CCN(C(C)C)C(C)C.CN, predict the reaction product. (4) Given the reactants [CH3:1][O:2][C:3]1[CH:29]=[CH:28][C:6]([CH2:7][N:8]([C:23]2[S:27][N:26]=[CH:25][N:24]=2)[S:9]([C:12]2[CH:13]=[CH:14][C:15]3[NH:20][C:19](=O)[CH2:18][O:17][C:16]=3[CH:22]=2)(=[O:11])=[O:10])=[CH:5][CH:4]=1, predict the reaction product. The product is: [CH3:1][O:2][C:3]1[CH:4]=[CH:5][C:6]([CH2:7][N:8]([C:23]2[S:27][N:26]=[CH:25][N:24]=2)[S:9]([C:12]2[CH:13]=[CH:14][C:15]3[NH:20][CH2:19][CH2:18][O:17][C:16]=3[CH:22]=2)(=[O:11])=[O:10])=[CH:28][CH:29]=1.